From a dataset of Reaction yield outcomes from USPTO patents with 853,638 reactions. Predict the reaction yield, written as a fraction of the theoretical maximum amount of product (1.0 means a 100% yield; for example, 0.34 means a 34% yield). (1) The reactants are [NH2:1][C@H:2](C(O)=O)[CH2:3][C:4]1[C:12]2[C:7](=[CH:8][CH:9]=[CH:10][CH:11]=2)[NH:6][CH:5]=1.[Cl:16][C:17]1[CH:24]=[CH:23][CH:22]=[CH:21][C:18]=1[CH:19]=O.[Cr](O[Cr]([O-])(=O)=O)([O-])(=O)=O.[K+].[K+].[O-]S([O-])=O.[Na+].[Na+].[OH-].[Na+]. The catalyst is C(O)(=O)C.O. The product is [Cl:16][C:17]1[CH:24]=[CH:23][CH:22]=[CH:21][C:18]=1[C:19]1[C:5]2[NH:6][C:7]3[C:12](=[CH:11][CH:10]=[CH:9][CH:8]=3)[C:4]=2[CH:3]=[CH:2][N:1]=1. The yield is 0.500. (2) The reactants are Cl.[NH2:2][CH2:3][C:4]1[CH:12]=[CH:11][CH:10]=[C:9]2[C:5]=1[C:6](=[O:22])[N:7]([CH:14]1[CH2:19][CH2:18][C:17](=[O:20])[NH:16][C:15]1=[O:21])[C:8]2=[O:13].N12CCCN=C1CCCCC2.ON1C2C=CC=CC=2N=N1.CC1[O:46][C:47]([CH3:53])=[CH:48][C:49]=1[C:50](O)=[O:51].Cl.CN(C)[CH2:57][CH2:58][CH2:59]N=C=NCC. The catalyst is C(#N)C. The product is [CH3:53][C:47]1[O:46][C:58]([CH3:57])=[CH:59][C:48]=1[CH2:49][C:50]([NH:2][CH2:3][C:4]1[CH:12]=[CH:11][CH:10]=[C:9]2[C:5]=1[C:6](=[O:22])[N:7]([CH:14]1[CH2:19][CH2:18][C:17](=[O:20])[NH:16][C:15]1=[O:21])[C:8]2=[O:13])=[O:51]. The yield is 0.730. (3) The reactants are [SH:1][C:2]1[CH:7]=[CH:6][C:5]([B:8]([OH:10])[OH:9])=[CH:4][CH:3]=1.Br[CH2:12][CH2:13][CH2:14][O:15][CH3:16].C([O-])([O-])=O.[K+].[K+].N[C@H](C(O)=O)CC1C=C2C(C=CC=C2)=CC=1.Cl. The catalyst is CC#N.O. The product is [CH3:16][O:15][CH2:14][CH2:13][CH2:12][S:1][C:2]1[CH:7]=[CH:6][C:5]([B:8]([OH:10])[OH:9])=[CH:4][CH:3]=1. The yield is 0.810. (4) The reactants are I[C:2]1[CH:7]=[N:6][C:5]([O:8][CH2:9][CH:10]2[CH2:15][CH2:14][N:13]([CH2:16][C:17]3([C:21]([F:24])([F:23])[F:22])[CH2:20][CH2:19][CH2:18]3)[CH2:12][CH2:11]2)=[CH:4][N:3]=1.[CH3:25][O:26][C:27]([C:29]1[CH:34]=[CH:33][C:32](B(O)O)=[CH:31][CH:30]=1)=[O:28].C([O-])([O-])=O.[Cs+].[Cs+].O1CCOCC1. The catalyst is O. The product is [F:22][C:21]([F:24])([F:23])[C:17]1([CH2:16][N:13]2[CH2:14][CH2:15][CH:10]([CH2:9][O:8][C:5]3[N:6]=[CH:7][C:2]([C:32]4[CH:33]=[CH:34][C:29]([C:27]([O:26][CH3:25])=[O:28])=[CH:30][CH:31]=4)=[N:3][CH:4]=3)[CH2:11][CH2:12]2)[CH2:20][CH2:19][CH2:18]1. The yield is 0.590. (5) The reactants are Cl[C:2]1[N:7]=[C:6]([CH3:8])[C:5]([N+:9]([O-:11])=[O:10])=[CH:4][CH:3]=1.[N:12]1([C:18]([O:20][C:21]([CH3:24])([CH3:23])[CH3:22])=[O:19])[CH2:17][CH2:16][NH:15][CH2:14][CH2:13]1.C(N(CC)CC)C.O. The catalyst is CCCCO. The product is [C:21]([O:20][C:18]([N:12]1[CH2:17][CH2:16][N:15]([C:2]2[CH:3]=[CH:4][C:5]([N+:9]([O-:11])=[O:10])=[C:6]([CH3:8])[N:7]=2)[CH2:14][CH2:13]1)=[O:19])([CH3:24])([CH3:22])[CH3:23]. The yield is 0.990. (6) The reactants are [NH:1]([C:5]1[CH:6]=[C:7]([CH:11]=[CH:12][CH:13]=1)[C:8]([OH:10])=[O:9])[C:2]([NH2:4])=[S:3].BrBr. The catalyst is C(Cl)(Cl)Cl. The product is [NH2:4][C:2]1[S:3][C:6]2[C:7]([C:8]([OH:10])=[O:9])=[CH:11][CH:12]=[CH:13][C:5]=2[N:1]=1. The yield is 0.980. (7) The reactants are [I:1]I.[F:3][C:4]([F:13])([F:12])[C:5]1[CH:11]=[CH:10][C:8]([NH2:9])=[CH:7][CH:6]=1. The catalyst is C(O)C.S([O-])([O-])(=O)=O.[Ag+2]. The product is [I:1][C:10]1[CH:11]=[C:5]([C:4]([F:12])([F:13])[F:3])[CH:6]=[CH:7][C:8]=1[NH2:9]. The yield is 0.610.